Task: Regression. Given two drug SMILES strings and cell line genomic features, predict the synergy score measuring deviation from expected non-interaction effect.. Dataset: NCI-60 drug combinations with 297,098 pairs across 59 cell lines (1) Drug 1: C1=NC2=C(N=C(N=C2N1C3C(C(C(O3)CO)O)F)Cl)N. Cell line: HS 578T. Drug 2: C1C(C(OC1N2C=NC3=C2NC=NCC3O)CO)O. Synergy scores: CSS=1.75, Synergy_ZIP=0.0639, Synergy_Bliss=1.77, Synergy_Loewe=2.63, Synergy_HSA=0.613. (2) Drug 1: CS(=O)(=O)CCNCC1=CC=C(O1)C2=CC3=C(C=C2)N=CN=C3NC4=CC(=C(C=C4)OCC5=CC(=CC=C5)F)Cl. Drug 2: CCC1(CC2CC(C3=C(CCN(C2)C1)C4=CC=CC=C4N3)(C5=C(C=C6C(=C5)C78CCN9C7C(C=CC9)(C(C(C8N6C)(C(=O)OC)O)OC(=O)C)CC)OC)C(=O)OC)O.OS(=O)(=O)O. Cell line: UACC62. Synergy scores: CSS=8.19, Synergy_ZIP=0.774, Synergy_Bliss=3.72, Synergy_Loewe=1.97, Synergy_HSA=2.36. (3) Drug 1: CCC1=C2CN3C(=CC4=C(C3=O)COC(=O)C4(CC)O)C2=NC5=C1C=C(C=C5)O. Drug 2: CC1=C(C(=O)C2=C(C1=O)N3CC4C(C3(C2COC(=O)N)OC)N4)N. Cell line: HS 578T. Synergy scores: CSS=29.6, Synergy_ZIP=-9.62, Synergy_Bliss=-5.66, Synergy_Loewe=-7.76, Synergy_HSA=1.10.